From a dataset of NCI-60 drug combinations with 297,098 pairs across 59 cell lines. Regression. Given two drug SMILES strings and cell line genomic features, predict the synergy score measuring deviation from expected non-interaction effect. (1) Drug 1: C1=C(C(=O)NC(=O)N1)N(CCCl)CCCl. Drug 2: CS(=O)(=O)OCCCCOS(=O)(=O)C. Cell line: NCI-H460. Synergy scores: CSS=39.1, Synergy_ZIP=2.60, Synergy_Bliss=7.05, Synergy_Loewe=-8.39, Synergy_HSA=7.00. (2) Drug 1: CCC1=CC2CC(C3=C(CN(C2)C1)C4=CC=CC=C4N3)(C5=C(C=C6C(=C5)C78CCN9C7C(C=CC9)(C(C(C8N6C)(C(=O)OC)O)OC(=O)C)CC)OC)C(=O)OC.C(C(C(=O)O)O)(C(=O)O)O. Drug 2: C1=CC(=CC=C1CCCC(=O)O)N(CCCl)CCCl. Cell line: UO-31. Synergy scores: CSS=15.2, Synergy_ZIP=-7.21, Synergy_Bliss=-4.62, Synergy_Loewe=-1.65, Synergy_HSA=-1.49. (3) Drug 1: CC1=C(C=C(C=C1)C(=O)NC2=CC(=CC(=C2)C(F)(F)F)N3C=C(N=C3)C)NC4=NC=CC(=N4)C5=CN=CC=C5. Drug 2: CC(C)NC(=O)C1=CC=C(C=C1)CNNC.Cl. Cell line: HL-60(TB). Synergy scores: CSS=1.15, Synergy_ZIP=1.33, Synergy_Bliss=1.40, Synergy_Loewe=-2.98, Synergy_HSA=-3.32. (4) Cell line: MOLT-4. Synergy scores: CSS=64.0, Synergy_ZIP=-1.58, Synergy_Bliss=0.131, Synergy_Loewe=-18.7, Synergy_HSA=3.09. Drug 2: C1C(C(OC1N2C=NC(=NC2=O)N)CO)O. Drug 1: CN1CCC(CC1)COC2=C(C=C3C(=C2)N=CN=C3NC4=C(C=C(C=C4)Br)F)OC. (5) Drug 1: CCCS(=O)(=O)NC1=C(C(=C(C=C1)F)C(=O)C2=CNC3=C2C=C(C=N3)C4=CC=C(C=C4)Cl)F. Drug 2: CC(C1=C(C=CC(=C1Cl)F)Cl)OC2=C(N=CC(=C2)C3=CN(N=C3)C4CCNCC4)N. Cell line: OVCAR-5. Synergy scores: CSS=4.27, Synergy_ZIP=1.11, Synergy_Bliss=1.95, Synergy_Loewe=-10.1, Synergy_HSA=-3.86.